Regression. Given two drug SMILES strings and cell line genomic features, predict the synergy score measuring deviation from expected non-interaction effect. From a dataset of NCI-60 drug combinations with 297,098 pairs across 59 cell lines. (1) Drug 1: C1=NC2=C(N1)C(=S)N=C(N2)N. Drug 2: C1CC(=O)NC(=O)C1N2C(=O)C3=CC=CC=C3C2=O. Cell line: HOP-92. Synergy scores: CSS=22.3, Synergy_ZIP=-4.51, Synergy_Bliss=2.48, Synergy_Loewe=-9.36, Synergy_HSA=1.64. (2) Cell line: HS 578T. Drug 2: CCC1(C2=C(COC1=O)C(=O)N3CC4=CC5=C(C=CC(=C5CN(C)C)O)N=C4C3=C2)O.Cl. Drug 1: C1CCC(CC1)NC(=O)N(CCCl)N=O. Synergy scores: CSS=13.8, Synergy_ZIP=-7.11, Synergy_Bliss=-2.66, Synergy_Loewe=-6.88, Synergy_HSA=-2.94.